Dataset: Reaction yield outcomes from USPTO patents with 853,638 reactions. Task: Predict the reaction yield, written as a fraction of the theoretical maximum amount of product (1.0 means a 100% yield; for example, 0.34 means a 34% yield). The reactants are [F:1][C:2]1[CH:7]=[CH:6][C:5]([CH:8]2[CH2:13][CH:12]([N:14]([CH3:16])[CH3:15])[CH2:11][CH2:10][N:9]2[C:17]([O-:19])=[O:18])=[C:4](/[CH:20]=[C:21]2/[C:22](=[O:32])[N:23]=[C:24]([N:26]3[CH2:31][CH2:30][NH:29][CH2:28][CH2:27]3)[S:25]/2)[CH:3]=1.[ClH:33].O1CCOCC1. The catalyst is CO. The product is [ClH:33].[ClH:33].[F:1][C:2]1[CH:7]=[CH:6][C:5]([CH:8]2[CH2:13][CH:12]([N:14]([CH3:15])[CH3:16])[CH2:11][CH2:10][N:9]2[C:17]([OH:19])=[O:18])=[C:4](/[CH:20]=[C:21]2/[C:22](=[O:32])[N:23]=[C:24]([N:26]3[CH2:31][CH2:30][NH:29][CH2:28][CH2:27]3)[S:25]/2)[CH:3]=1. The yield is 0.930.